This data is from Full USPTO retrosynthesis dataset with 1.9M reactions from patents (1976-2016). The task is: Predict the reactants needed to synthesize the given product. (1) Given the product [Cl:1][C:2]1[CH:7]=[CH:6][C:5]([S:8]([NH:11][C:15]2[C:16]([C:22]([C:24]3[C:25]([O:30][CH3:31])=[N:26][CH:27]=[CH:28][CH:29]=3)=[O:23])=[N:17][CH:18]=[C:19]([Cl:21])[CH:20]=2)(=[O:9])=[O:10])=[CH:4][C:3]=1[C:32]([F:35])([F:33])[F:34], predict the reactants needed to synthesize it. The reactants are: [Cl:1][C:2]1[CH:7]=[CH:6][C:5]([S:8]([N:11]([C:15]2[C:16]([C:22]([C:24]3[C:25]([O:30][CH3:31])=[N:26][CH:27]=[CH:28][CH:29]=3)=[O:23])=[N:17][CH:18]=[C:19]([Cl:21])[CH:20]=2)COC)(=[O:10])=[O:9])=[CH:4][C:3]=1[C:32]([F:35])([F:34])[F:33].C([O-])(O)=O.[Na+]. (2) Given the product [NH:23]1[CH:27]=[CH:26][C:25]([C:2]2[C:3]3[CH:10]=[CH:9][N:8]([CH2:11][O:12][CH2:13][CH2:14][Si:15]([CH3:18])([CH3:17])[CH3:16])[C:4]=3[N:5]=[CH:6][N:7]=2)=[CH:24]1, predict the reactants needed to synthesize it. The reactants are: Cl[C:2]1[C:3]2[CH:10]=[CH:9][N:8]([CH2:11][O:12][CH2:13][CH2:14][Si:15]([CH3:18])([CH3:17])[CH3:16])[C:4]=2[N:5]=[CH:6][N:7]=1.C([Si](C(C)C)(C(C)C)[N:23]1[CH:27]=[CH:26][C:25](B(O)O)=[CH:24]1)(C)C.C(=O)([O-])[O-].[Na+].[Na+]. (3) Given the product [CH:1]1([CH2:4][N:5]2[C:9]3[CH:10]=[CH:11][C:12]([C:16]4[CH:17]=[CH:18][C:19]([CH2:20][N:21]5[CH2:25][C:24](=[O:26])[N:23]([CH3:27])[C:22]5=[O:28])=[CH:29][CH:30]=4)=[C:13]([CH:14]=[O:32])[C:8]=3[N:7]=[N:6]2)[CH2:3][CH2:2]1, predict the reactants needed to synthesize it. The reactants are: [CH:1]1([CH2:4][N:5]2[C:9]3[CH:10]=[CH:11][C:12]([C:16]4[CH:30]=[CH:29][C:19]([CH2:20][N:21]5[CH2:25][C:24](=[O:26])[N:23]([CH3:27])[C:22]5=[O:28])=[CH:18][CH:17]=4)=[C:13]([CH:14]=C)[C:8]=3[N:7]=[N:6]2)[CH2:3][CH2:2]1.C[OH:32]. (4) Given the product [C:1]1([C:10]2[CH:15]=[CH:14][CH:13]=[CH:12][CH:11]=2)[CH:6]=[CH:5][C:4]([C:55]2[C:56]([CH3:69])=[N:57][N:58]([C:61]3[CH:66]=[CH:65][CH:64]=[C:63]([O:67][CH3:68])[CH:62]=3)[C:59]=2[CH3:60])=[CH:3][CH:2]=1, predict the reactants needed to synthesize it. The reactants are: [C:1]1([C:10]2[CH:15]=[CH:14][CH:13]=[CH:12][CH:11]=2)[CH:6]=[CH:5][C:4](B(O)O)=[CH:3][CH:2]=1.C1(P(C2CCCCC2)C2CCCCC2)CCCCC1.C1(P(C2CCCCC2)C2CCCCC2)CCCCC1.Br[C:55]1[C:56]([CH3:69])=[N:57][N:58]([C:61]2[CH:66]=[CH:65][CH:64]=[C:63]([O:67][CH3:68])[CH:62]=2)[C:59]=1[CH3:60].[O-]P([O-])([O-])=O.[K+].[K+].[K+]. (5) Given the product [CH3:1][C:2]1[C:6]([C:12]2[CH:13]=[CH:14][C:15]3[O:39][C:36]([CH2:38][CH2:41][OH:43])=[CH:37][C:16]=3[CH:11]=2)=[C:5]([CH3:10])[O:4][N:3]=1, predict the reactants needed to synthesize it. The reactants are: [CH3:1][C:2]1[C:6](B(O)O)=[C:5]([CH3:10])[O:4][N:3]=1.[C:11]1(P(C2CCCCC2)C2CCCCC2)[C:16]([C:11]2[CH:16]=[CH:15][CH:14]=[CH:13][CH:12]=2)=[CH:15][CH:14]=[CH:13][CH:12]=1.[CH:36]([OH:39])([CH3:38])[CH3:37].O.[C:41](OCC)(=[O:43])C. (6) Given the product [Cl:1][C:2]1[N:3]=[C:4]([N:22]2[CH2:27][CH2:26][O:25][CH2:24][CH2:23]2)[C:5]2[S:10][C:9]([CH:11]=[O:41])=[CH:8][C:6]=2[N:7]=1, predict the reactants needed to synthesize it. The reactants are: [Cl:1][C:2]1[N:3]=[C:4]([N:22]2[CH2:27][CH2:26][O:25][CH2:24][CH2:23]2)[C:5]2[S:10][C:9]([CH2:11]N3CCN(S(C)(=O)=O)CC3)=[CH:8][C:6]=2[N:7]=1.ClC1N=C(N2CC[O:41]CC2)C2SC=CC=2N=1.[Li]CCCC.